Dataset: Forward reaction prediction with 1.9M reactions from USPTO patents (1976-2016). Task: Predict the product of the given reaction. Given the reactants [C:1]([O:5][C:6]([N:8]1[CH2:13][CH2:12][CH:11]([CH2:14][CH2:15][CH2:16][CH:17]([O:26][Si](C(C)(C)C)(C)C)[C:18]2[O:19][C:20]([C:23]([OH:25])=[O:24])=[CH:21][N:22]=2)[CH2:10][CH2:9]1)=[O:7])([CH3:4])([CH3:3])[CH3:2].C(OC(N1CCC(CCCC(O[Si](C(C)(C)C)(C)C)C2OC=CN=2)CC1)=O)(C)(C)C.C([Li])(C)(C)C.C(=O)=O, predict the reaction product. The product is: [C:1]([O:5][C:6]([N:8]1[CH2:13][CH2:12][CH:11]([CH2:14][CH2:15][CH2:16][C:17]([C:18]2[O:19][C:20]([C:23]([OH:25])=[O:24])=[CH:21][N:22]=2)=[O:26])[CH2:10][CH2:9]1)=[O:7])([CH3:4])([CH3:2])[CH3:3].